This data is from Forward reaction prediction with 1.9M reactions from USPTO patents (1976-2016). The task is: Predict the product of the given reaction. (1) Given the reactants Br[CH:2]([C:26]1[CH:31]=[CH:30][CH:29]=[CH:28][CH:27]=1)[CH2:3][CH2:4][CH:5]1[C:8](=[O:9])[N:7]([C:10]2[CH:17]=[CH:16][C:13]([C:14]#[N:15])=[CH:12][CH:11]=2)[CH:6]1[C:18]1[CH:23]=[CH:22][C:21]([O:24][CH3:25])=[CH:20][CH:19]=1.FC(F)(F)C([O-])=[O:35].C([N+](CCCC)(CCCC)CCCC)CCC, predict the reaction product. The product is: [OH:35][CH:2]([C:26]1[CH:31]=[CH:30][CH:29]=[CH:28][CH:27]=1)[CH2:3][CH2:4][CH:5]1[C:8](=[O:9])[N:7]([C:10]2[CH:17]=[CH:16][C:13]([C:14]#[N:15])=[CH:12][CH:11]=2)[CH:6]1[C:18]1[CH:23]=[CH:22][C:21]([O:24][CH3:25])=[CH:20][CH:19]=1. (2) Given the reactants [CH3:1][C:2]1([CH3:26])[CH2:7][CH2:6][C:5]([C:8]2[C:9]([C:20]3[CH:25]=[CH:24][CH:23]=[CH:22][CH:21]=3)=[N:10][N:11]([CH3:19])[C:12]=2[CH:13]([OH:18])[C:14]([O:16][CH3:17])=[O:15])=[CH:4][CH2:3]1.Cl(O)(=O)(=O)=O, predict the reaction product. The product is: [C:2]([O:18][CH:13]([C:12]1[N:11]([CH3:19])[N:10]=[C:9]([C:20]2[CH:21]=[CH:22][CH:23]=[CH:24][CH:25]=2)[C:8]=1[C:5]1[CH2:6][CH2:7][C:2]([CH3:26])([CH3:1])[CH2:3][CH:4]=1)[C:14]([O:16][CH3:17])=[O:15])([CH3:7])([CH3:3])[CH3:1]. (3) Given the reactants [Cl:1][C:2]1[C:3]([F:42])=[C:4]([C@@H:8]2[C@:12]([C:15]3[CH:20]=[CH:19][C:18]([Cl:21])=[CH:17][C:16]=3[F:22])([C:13]#[N:14])[C@H:11]([CH2:23][C:24]([CH3:27])([CH3:26])[CH3:25])[NH:10][C@H:9]2[C:28]([NH:30][C:31]2[CH:39]=[CH:38][C:34]([C:35](O)=[O:36])=[CH:33][C:32]=2[O:40][CH3:41])=[O:29])[CH:5]=[CH:6][CH:7]=1.[CH3:43][N:44]1[CH2:49][CH2:48][N:47]([CH2:50][CH2:51][NH2:52])[CH2:46][CH2:45]1, predict the reaction product. The product is: [ClH:1].[CH3:41][O:40][C:32]1[CH:33]=[C:34]([C:35](=[O:36])[NH:52][CH2:51][CH2:50][N:47]2[CH2:48][CH2:49][N:44]([CH3:43])[CH2:45][CH2:46]2)[CH:38]=[CH:39][C:31]=1[NH:30][C:28]([C@H:9]1[C@H:8]([C:4]2[CH:5]=[CH:6][CH:7]=[C:2]([Cl:1])[C:3]=2[F:42])[C@:12]([C:15]2[CH:20]=[CH:19][C:18]([Cl:21])=[CH:17][C:16]=2[F:22])([C:13]#[N:14])[C@H:11]([CH2:23][C:24]([CH3:27])([CH3:26])[CH3:25])[NH:10]1)=[O:29].